Dataset: Reaction yield outcomes from USPTO patents with 853,638 reactions. Task: Predict the reaction yield, written as a fraction of the theoretical maximum amount of product (1.0 means a 100% yield; for example, 0.34 means a 34% yield). (1) The reactants are Cl[C:2]1[N:7]=[CH:6][C:5]([O:8][C:9]2[C:18]3[C:13](=[CH:14][C:15]([O:21][CH3:22])=[C:16]([O:19][CH3:20])[CH:17]=3)[N:12]=[CH:11][CH:10]=2)=[CH:4][CH:3]=1.[CH3:23][O-:24].[Na+].O. The catalyst is C1(C)C=CC=CC=1. The product is [CH3:20][O:19][C:16]1[CH:17]=[C:18]2[C:13](=[CH:14][C:15]=1[O:21][CH3:22])[N:12]=[CH:11][CH:10]=[C:9]2[O:8][C:5]1[CH:6]=[N:7][C:2]([O:24][CH3:23])=[CH:3][CH:4]=1. The yield is 0.610. (2) The reactants are [CH2:1]([O:8][CH2:9][CH2:10][CH2:11][O:12][C:13]1[CH:18]=[CH:17][C:16]([CH:19]2[CH2:24][CH2:23][N:22]([C:25]([O:27][C:28]([CH3:31])([CH3:30])[CH3:29])=[O:26])[CH2:21][CH:20]2[O:32][CH2:33][C:34]2[CH:43]=[C:42]3[C:37]([CH:38]=[CH:39][CH:40]=[N:41]3)=[CH:36][CH:35]=2)=[CH:15][CH:14]=1)[C:2]1[CH:7]=[CH:6][CH:5]=[CH:4][CH:3]=1.[BH4-].[Na+]. The catalyst is CO.O.O.O.O.O.O.[Ni](Cl)Cl. The product is [CH2:1]([O:8][CH2:9][CH2:10][CH2:11][O:12][C:13]1[CH:14]=[CH:15][C:16]([CH:19]2[CH2:24][CH2:23][N:22]([C:25]([O:27][C:28]([CH3:31])([CH3:30])[CH3:29])=[O:26])[CH2:21][CH:20]2[O:32][CH2:33][C:34]2[CH:43]=[C:42]3[C:37]([CH2:38][CH2:39][CH2:40][NH:41]3)=[CH:36][CH:35]=2)=[CH:17][CH:18]=1)[C:2]1[CH:3]=[CH:4][CH:5]=[CH:6][CH:7]=1. The yield is 0.600. (3) The reactants are [CH3:1][O:2][C:3]([C:5]1([CH:11]([OH:13])[CH3:12])[CH2:10][O:9][CH2:8][CH2:7][O:6]1)=[O:4].[C:14]1([CH3:24])[CH:19]=[CH:18][C:17]([S:20](Cl)(=[O:22])=[O:21])=[CH:16][CH:15]=1. The catalyst is N1C=CC=CC=1. The product is [CH3:1][O:2][C:3]([C:5]1([CH:11]([O:13][S:20]([C:17]2[CH:18]=[CH:19][C:14]([CH3:24])=[CH:15][CH:16]=2)(=[O:22])=[O:21])[CH3:12])[CH2:10][O:9][CH2:8][CH2:7][O:6]1)=[O:4]. The yield is 0.630. (4) The reactants are [NH2:1][C:2]1[CH:3]=[CH:4][CH:5]=[C:6]2[C:10]=1[NH:9][C:8](=[O:11])[CH2:7]2.[NH:12]1[C:20]2[C:15](=[CH:16][CH:17]=[C:18]([CH:21]=O)[CH:19]=2)[CH:14]=[N:13]1.N1CCCCC1. The catalyst is CO. The product is [NH:12]1[C:20]2[C:15](=[CH:16][CH:17]=[C:18](/[CH:21]=[C:7]3/[C:8](=[O:11])[NH:9][C:10]4[C:6]/3=[CH:5][CH:4]=[CH:3][C:2]=4[NH2:1])[CH:19]=2)[CH:14]=[N:13]1. The yield is 0.280.